This data is from Catalyst prediction with 721,799 reactions and 888 catalyst types from USPTO. The task is: Predict which catalyst facilitates the given reaction. (1) Reactant: C(N(CC)CC)C.[OH:8][CH2:9][CH:10]1[CH2:15][CH2:14][CH2:13][NH:12][CH2:11]1.[C:16](=O)([O:22]C(C)(C)C)[O:17][C:18]([CH3:21])([CH3:20])[CH3:19]. Product: [OH:8][CH2:9][CH:10]1[CH2:15][CH2:14][CH2:13][N:12]([C:16]([O:17][C:18]([CH3:21])([CH3:20])[CH3:19])=[O:22])[CH2:11]1. The catalyst class is: 7. (2) Reactant: C(=O)([O-])[O-].[Cs+].[Cs+].[CH2:7](Br)[C:8]1[CH:13]=[CH:12][CH:11]=[CH:10][CH:9]=1.[C:15]([NH:23][CH2:24][CH2:25][C:26]1[CH:27]=[C:28]([CH:37]=[CH:38][CH:39]=1)[O:29][C:30]([CH3:36])([CH2:34][CH3:35])[C:31]([OH:33])=[O:32])(=[O:22])[CH2:16][CH2:17][CH2:18][CH2:19][CH2:20][CH3:21].CN(C)C=O. Product: [CH2:7]([O:33][C:31](=[O:32])[C:30]([O:29][C:28]1[CH:37]=[CH:38][CH:39]=[C:26]([CH2:25][CH2:24][NH:23][C:15](=[O:22])[CH2:16][CH2:17][CH2:18][CH2:19][CH2:20][CH3:21])[CH:27]=1)([CH3:36])[CH2:34][CH3:35])[C:8]1[CH:13]=[CH:12][CH:11]=[CH:10][CH:9]=1. The catalyst class is: 316.